From a dataset of Full USPTO retrosynthesis dataset with 1.9M reactions from patents (1976-2016). Predict the reactants needed to synthesize the given product. (1) Given the product [NH:42]1[C:43]2[CH:48]=[CH:47][CH:46]=[CH:45][C:44]=2[N:49]=[C:12]1[C@H:11]([NH:10][C:8](=[O:9])[O:7][C:3]([CH3:6])([CH3:5])[CH3:4])[CH2:15][C:16]1[CH:21]=[CH:20][C:19]([C:22]([F:25])([F:24])[F:23])=[CH:18][CH:17]=1, predict the reactants needed to synthesize it. The reactants are: N#N.[C:3]([O:7][C:8]([NH:10][C@H:11]([CH2:15][C:16]1[CH:21]=[CH:20][C:19]([C:22]([F:25])([F:24])[F:23])=[CH:18][CH:17]=1)[C:12](O)=O)=[O:9])([CH3:6])([CH3:5])[CH3:4].C(N1CCOCC1)C.CN(C(O[N:42]1N=[N:49][C:44]2[CH:45]=[CH:46][CH:47]=[CH:48][C:43]1=2)=[N+](C)C)C.[B-](F)(F)(F)F.C1(N)C(N)=CC=CC=1. (2) Given the product [Br:3][C:4]1[N:5]([CH2:12][CH3:13])[C:6]([Br:10])=[C:7]([Br:9])[N:8]=1, predict the reactants needed to synthesize it. The reactants are: [H-].[Na+].[Br:3][C:4]1[NH:5][C:6]([Br:10])=[C:7]([Br:9])[N:8]=1.I[CH2:12][CH3:13]. (3) Given the product [CH2:1]([O:8][C:9]1[CH:17]=[CH:16][CH:15]=[C:14]([O:18][CH2:19][CH2:20][CH:21]=[CH2:22])[C:10]=1[C:11]([Cl:26])=[O:12])[C:2]1[CH:7]=[CH:6][CH:5]=[CH:4][CH:3]=1, predict the reactants needed to synthesize it. The reactants are: [CH2:1]([O:8][C:9]1[CH:17]=[CH:16][CH:15]=[C:14]([O:18][CH2:19][CH2:20][CH:21]=[CH2:22])[C:10]=1[C:11](O)=[O:12])[C:2]1[CH:7]=[CH:6][CH:5]=[CH:4][CH:3]=1.C(Cl)(=O)C([Cl:26])=O. (4) Given the product [CH3:28][NH:30][C:20]([CH:16]1[CH2:17][C:18](=[O:19])[N:14]([C:11]2[CH:12]=[N:13][C:8]([O:7][CH2:6][C:5]3[CH:4]=[CH:3][C:2]([F:1])=[CH:24][CH:23]=3)=[CH:9][CH:10]=2)[CH2:15]1)=[O:22], predict the reactants needed to synthesize it. The reactants are: [F:1][C:2]1[CH:24]=[CH:23][C:5]([CH2:6][O:7][C:8]2[N:13]=[CH:12][C:11]([N:14]3[C:18](=[O:19])[CH2:17][CH:16]([C:20]([OH:22])=O)[CH2:15]3)=[CH:10][CH:9]=2)=[CH:4][CH:3]=1.Cl.CN.[CH2:28]([N:30](CC)CC)C. (5) The reactants are: [Cl:1][C:2]1[C:3]([C:22]2[S:26][C:25]([C:27]3([O:31][CH2:32][O:33][CH3:34])[CH2:30][CH2:29][CH2:28]3)=[N:24][CH:23]=2)=[C:4]2[CH:10]=[C:9](I)[N:8]([S:12]([C:15]3[CH:21]=[CH:20][C:18]([CH3:19])=[CH:17][CH:16]=3)(=[O:14])=[O:13])[C:5]2=[N:6][CH:7]=1.C(=O)(O)[O-].[Na+].[CH3:40][N:41]1CCCC1=O. Given the product [Cl:1][C:2]1[C:3]([C:22]2[S:26][C:25]([C:27]3([O:31][CH2:32][O:33][CH3:34])[CH2:30][CH2:29][CH2:28]3)=[N:24][CH:23]=2)=[C:4]2[CH:10]=[C:9]([C:40]#[N:41])[N:8]([S:12]([C:15]3[CH:21]=[CH:20][C:18]([CH3:19])=[CH:17][CH:16]=3)(=[O:14])=[O:13])[C:5]2=[N:6][CH:7]=1, predict the reactants needed to synthesize it. (6) Given the product [Cl:1][C:2]1[N:7]=[C:6]([C:14]2[CH:13]=[CH:12][C:11]([F:10])=[C:16]([F:17])[C:15]=2[F:18])[C:5]([F:9])=[CH:4][N:3]=1, predict the reactants needed to synthesize it. The reactants are: [Cl:1][C:2]1[N:7]=[C:6](Cl)[C:5]([F:9])=[CH:4][N:3]=1.[F:10][C:11]1[C:16]([F:17])=[C:15]([F:18])[CH:14]=[CH:13][C:12]=1B(O)O.C(=O)([O-])[O-].[K+].[K+].COCCOC. (7) Given the product [F:16][C:17]1[C:22]([CH2:23][S:15][C:13]2[O:14][C:10]([C:7]3[CH:8]=[CH:9][C:4]4[NH:3][CH:2]=[N:1][C:5]=4[CH:6]=3)=[N:11][N:12]=2)=[C:21]([F:25])[C:20]([F:26])=[C:19]([F:27])[C:18]=1[F:28], predict the reactants needed to synthesize it. The reactants are: [NH:1]1[C:5]2[CH:6]=[C:7]([C:10]3[O:14][C:13]([SH:15])=[N:12][N:11]=3)[CH:8]=[CH:9][C:4]=2[N:3]=[CH:2]1.[F:16][C:17]1[C:22]([CH2:23]Br)=[C:21]([F:25])[C:20]([F:26])=[C:19]([F:27])[C:18]=1[F:28]. (8) Given the product [CH2:6]1[C:5]2([CH2:10][N:9]([C:14]([O:17][C:5]([CH3:8])([CH3:6])[CH3:4])=[O:16])[CH2:8]2)[CH2:4][N:7]1[C:20]([O:22][C:23]([CH3:26])([CH3:24])[CH3:25])=[O:21], predict the reactants needed to synthesize it. The reactants are: Br.Br.Br[CH2:4][C:5]([CH2:10]Br)([CH2:8][NH2:9])[CH2:6][NH2:7].[OH-].[Na+].[C:14]([O-:17])([O-:16])=O.[Na+].[Na+].[C:20](O[C:20]([O:22][C:23]([CH3:26])([CH3:25])[CH3:24])=[O:21])([O:22][C:23]([CH3:26])([CH3:25])[CH3:24])=[O:21].